Dataset: Reaction yield outcomes from USPTO patents with 853,638 reactions. Task: Predict the reaction yield, written as a fraction of the theoretical maximum amount of product (1.0 means a 100% yield; for example, 0.34 means a 34% yield). (1) The reactants are O.[OH-].[Li+].[CH3:4][C:5]([CH3:37])([CH2:10][O:11][C:12]1[CH:17]=[CH:16][C:15]([C:18]2[CH:19]=[CH:20][C:21]3[N:26]([C:27](=[O:35])[NH:28][C:29]4[CH:34]=[CH:33][CH:32]=[CH:31][CH:30]=4)[CH2:25][CH2:24][O:23][C:22]=3[CH:36]=2)=[CH:14][N:13]=1)[C:6]([O:8]C)=[O:7].O1CCCC1.O. The catalyst is CO. The product is [CH3:4][C:5]([CH3:37])([CH2:10][O:11][C:12]1[CH:17]=[CH:16][C:15]([C:18]2[CH:19]=[CH:20][C:21]3[N:26]([C:27](=[O:35])[NH:28][C:29]4[CH:34]=[CH:33][CH:32]=[CH:31][CH:30]=4)[CH2:25][CH2:24][O:23][C:22]=3[CH:36]=2)=[CH:14][N:13]=1)[C:6]([OH:8])=[O:7]. The yield is 0.720. (2) The reactants are C(OC([N:8]1[CH2:13][CH2:12][CH:11]([CH2:14][N:15]([C:17]2[CH:22]=[CH:21][N:20]=[C:19]([Cl:23])[N:18]=2)[CH3:16])[CH2:10][CH2:9]1)=O)(C)(C)C.[CH3:24][O-:25].[Na+]. The catalyst is CO. The product is [ClH:23].[CH3:24][O:25][C:19]1[N:18]=[C:17]([N:15]([CH2:14][CH:11]2[CH2:10][CH2:9][NH:8][CH2:13][CH2:12]2)[CH3:16])[CH:22]=[CH:21][N:20]=1. The yield is 1.00. (3) The reactants are [ClH:1].C(OC([NH:9][C:10]1[CH:15]=[C:14]([CH2:16][S:17][C:18]2[C:23]([C:24]([NH:26][C:27]3[CH:32]=[C:31]([CH3:33])[CH:30]=[C:29]([CH3:34])[CH:28]=3)=[O:25])=[CH:22][CH:21]=[CH:20][N:19]=2)[CH:13]=[CH:12][N:11]=1)=O)(C)(C)C.C(O)C. The catalyst is O1CCOCC1. The product is [ClH:1].[NH2:9][C:10]1[CH:15]=[C:14]([CH2:16][S:17][C:18]2[C:23]([C:24]([NH:26][C:27]3[CH:32]=[C:31]([CH3:33])[CH:30]=[C:29]([CH3:34])[CH:28]=3)=[O:25])=[CH:22][CH:21]=[CH:20][N:19]=2)[CH:13]=[CH:12][N:11]=1. The yield is 0.880. (4) The reactants are C1(P(C2CCCCC2)C2C=CC=CC=2C2C(C(C)C)=CC(C(C)C)=CC=2C(C)C)CCCCC1.P([O-])([O-])([O-])=O.[K+].[K+].[K+].[CH3:43][N:44]1[C:52]2[C:47](=[CH:48][C:49](B3OC(C)(C)C(C)(C)O3)=[CH:50][CH:51]=2)[CH:46]=[CH:45]1.[O:62]1[CH:66]=[CH:65][CH:64]=[C:63]1[C:67]1[O:71][C:70]([NH:72][C:73]([C:75]2[CH:80]=[CH:79][CH:78]=[C:77](I)[CH:76]=2)=[O:74])=[N:69][N:68]=1. The catalyst is C(O)CCC.C([O-])(=O)C.[Pd+2].C([O-])(=O)C. The product is [O:62]1[CH:66]=[CH:65][CH:64]=[C:63]1[C:67]1[O:71][C:70]([NH:72][C:73]([C:75]2[CH:80]=[CH:79][CH:78]=[C:77]([C:49]3[CH:48]=[C:47]4[C:52](=[CH:51][CH:50]=3)[N:44]([CH3:43])[CH:45]=[CH:46]4)[CH:76]=2)=[O:74])=[N:69][N:68]=1. The yield is 0.360.